This data is from Reaction yield outcomes from USPTO patents with 853,638 reactions. The task is: Predict the reaction yield, written as a fraction of the theoretical maximum amount of product (1.0 means a 100% yield; for example, 0.34 means a 34% yield). (1) The yield is 0.500. The product is [OH:31][NH:32][C:20]([C:16]1[CH:15]=[C:14]2[C:19](=[CH:18][CH:17]=1)[CH2:11][N:12]([C:7]([C:3]1[N:2]([CH3:1])[CH:6]=[CH:5][CH:4]=1)=[O:9])[CH2:13]2)=[O:22]. The catalyst is C(Cl)Cl.CO. The reactants are [CH3:1][N:2]1[CH:6]=[CH:5][CH:4]=[C:3]1[C:7]([OH:9])=O.Cl.[CH2:11]1[C:19]2[C:14](=[CH:15][C:16]([C:20]([O:22]C)=O)=[CH:17][CH:18]=2)[CH2:13][NH:12]1.CN(C([O:31][N:32]1N=NC2C=CC=NC1=2)=[N+](C)C)C.F[P-](F)(F)(F)(F)F.CN1CCOCC1.Cl.NO.[OH-].[K+]. (2) The reactants are [NH2:1][C:2]1[C:11]([N+:12]([O-:14])=[O:13])=[CH:10][C:5]([C:6]([O:8][CH3:9])=[O:7])=[C:4](F)[C:3]=1[F:16].O1CCOCC1.[NH3:23]. The catalyst is O. The product is [NH2:23][C:4]1[C:3]([F:16])=[C:2]([NH2:1])[C:11]([N+:12]([O-:14])=[O:13])=[CH:10][C:5]=1[C:6]([O:8][CH3:9])=[O:7]. The yield is 0.920. (3) The reactants are FC(F)(F)C1C=C(NC(=O)NC2C=CC(C3SC(CCC(OC)=O)=NC=3)=CC=2)C=CC=1.[NH2:32][C:33]1[CH:38]=[CH:37][C:36]([C:39]2[S:43][C:42]([C:44]([NH:47][S:48]([C:51]([F:54])([F:53])[F:52])(=[O:50])=[O:49])([CH3:46])[CH3:45])=[N:41][CH:40]=2)=[CH:35][CH:34]=1.[Cl:55][C:56]1[CH:61]=[CH:60][CH:59]=[CH:58][C:57]=1[N:62]=[C:63]=[O:64]. The product is [Cl:55][C:56]1[CH:61]=[CH:60][CH:59]=[CH:58][C:57]=1[NH:62][C:63](=[O:64])[NH:32][C:33]1[CH:34]=[CH:35][C:36]([C:39]2[S:43][C:42]([C:44]([NH:47][S:48]([C:51]([F:52])([F:53])[F:54])(=[O:50])=[O:49])([CH3:45])[CH3:46])=[N:41][CH:40]=2)=[CH:37][CH:38]=1. No catalyst specified. The yield is 0.650. (4) The reactants are [NH:1]1[CH:5]=[C:4]([C:6]2[C:7]([NH2:12])=[N:8][CH:9]=[CH:10][CH:11]=2)[CH:3]=[N:2]1.[H-].[Na+].[CH2:15]([O:19][CH2:20][C:21]1[CH:26]=[CH:25][C:24]([CH2:27]Cl)=[CH:23][CH:22]=1)[CH2:16][CH2:17][CH3:18]. The catalyst is CN(C)C=O. The product is [CH2:15]([O:19][CH2:20][C:21]1[CH:26]=[CH:25][C:24]([CH2:27][N:1]2[CH:5]=[C:4]([C:6]3[C:7]([NH2:12])=[N:8][CH:9]=[CH:10][CH:11]=3)[CH:3]=[N:2]2)=[CH:23][CH:22]=1)[CH2:16][CH2:17][CH3:18]. The yield is 0.780. (5) The reactants are [C:1]([O:5][C:6]([N:8]1[CH2:13][CH2:12][CH2:11][C:10]([C:15]2[N:16]([CH3:31])[C:17]3[C:22]([N:23]=2)=[C:21]([N:24]2[CH2:29][CH2:28][O:27][CH2:26][CH2:25]2)[N:20]=[C:19](Cl)[N:18]=3)([OH:14])[CH2:9]1)=[O:7])([CH3:4])([CH3:3])[CH3:2].[CH2:32]([C:34]1[NH:35][C:36]2[CH:42]=[CH:41][CH:40]=[CH:39][C:37]=2[N:38]=1)[CH3:33].CC(C1C=C(C(C)C)C(C2C=CC=CC=2P(C2CCCCC2)C2CCCCC2)=C(C(C)C)C=1)C.[O-]P([O-])([O-])=O.[K+].[K+].[K+]. The catalyst is O1CCOCC1.C1C=CC(/C=C/C(/C=C/C2C=CC=CC=2)=O)=CC=1.C1C=CC(/C=C/C(/C=C/C2C=CC=CC=2)=O)=CC=1.C1C=CC(/C=C/C(/C=C/C2C=CC=CC=2)=O)=CC=1.[Pd].[Pd]. The product is [C:1]([O:5][C:6]([N:8]1[CH2:13][CH2:12][CH2:11][C:10]([C:15]2[N:16]([CH3:31])[C:17]3[C:22]([N:23]=2)=[C:21]([N:24]2[CH2:29][CH2:28][O:27][CH2:26][CH2:25]2)[N:20]=[C:19]([N:35]2[C:36]4[CH:42]=[CH:41][CH:40]=[CH:39][C:37]=4[N:38]=[C:34]2[CH2:32][CH3:33])[N:18]=3)([OH:14])[CH2:9]1)=[O:7])([CH3:4])([CH3:3])[CH3:2]. The yield is 0.850. (6) The reactants are [NH:1]1[CH2:4][CH:3]([O:5][C:6]2[CH:21]=[CH:20][C:9]([CH2:10][N:11]3[CH2:16][CH2:15][C:14]([CH2:18][OH:19])([CH3:17])[CH2:13][CH2:12]3)=[C:8]([CH3:22])[CH:7]=2)[CH2:2]1.[C:23]1([C:29]2[O:33][C:32]([C:34](OCC)=[O:35])=[N:31][N:30]=2)[CH:28]=[CH:27][CH:26]=[CH:25][CH:24]=1.[C-]#N.[Na+]. The catalyst is CO. The product is [OH:19][CH2:18][C:14]1([CH3:17])[CH2:15][CH2:16][N:11]([CH2:10][C:9]2[CH:20]=[CH:21][C:6]([O:5][CH:3]3[CH2:4][N:1]([C:34]([C:32]4[O:33][C:29]([C:23]5[CH:24]=[CH:25][CH:26]=[CH:27][CH:28]=5)=[N:30][N:31]=4)=[O:35])[CH2:2]3)=[CH:7][C:8]=2[CH3:22])[CH2:12][CH2:13]1. The yield is 0.720. (7) The reactants are [CH2:1]([O:8][C:9]([O:11]N1C(=O)CCC1=O)=O)[C:2]1[CH:7]=[CH:6][CH:5]=[CH:4][CH:3]=1.[CH3:19][NH:20][CH2:21][C:22]1[C:30]2[C:25](=[CH:26][CH:27]=[CH:28][CH:29]=2)[NH:24][CH:23]=1.C(N(CC)CC)C. The catalyst is CN(C=O)C. The product is [CH2:1]([O:8][C:9]([N:20]([CH2:21][C:22]1[C:30]2[C:25](=[CH:26][CH:27]=[CH:28][CH:29]=2)[NH:24][CH:23]=1)[CH3:19])=[O:11])[C:2]1[CH:3]=[CH:4][CH:5]=[CH:6][CH:7]=1. The yield is 0.740.